Task: Predict hERG channel inhibition at various concentrations.. Dataset: hERG Central: cardiac toxicity at 1µM, 10µM, and general inhibition (1) The molecule is CCCCc1cc(=O)oc2cc(C)cc(OCC(=O)NCc3cccnc3)c12. Results: hERG_inhib (hERG inhibition (general)): blocker. (2) The drug is COc1ccc(-c2cc(-c3ccccc3)c3c(N)ncnc3n2)cc1. Results: hERG_inhib (hERG inhibition (general)): blocker. (3) The drug is O=C1c2ccccc2NC(c2cccc(F)c2)N1Cc1ccccc1. Results: hERG_inhib (hERG inhibition (general)): blocker. (4) The drug is COc1cc(CN2CCN(Cc3ccc4cc(F)ccc4n3)CC2CCO)cc(OC)c1. Results: hERG_inhib (hERG inhibition (general)): blocker. (5) Results: hERG_inhib (hERG inhibition (general)): blocker. The drug is Cc1cccc(N2CCN(CC(O)COCc3cccs3)CC2)c1C. (6) The compound is Cl.Fc1ccc(C(c2nnnn2Cc2ccco2)N2CCN(C3CCCCC3)CC2)cc1. Results: hERG_inhib (hERG inhibition (general)): blocker.